Predict the product of the given reaction. From a dataset of Forward reaction prediction with 1.9M reactions from USPTO patents (1976-2016). (1) Given the reactants [Cl:1][C:2]1[CH:7]=[C:6]([C:8]2[N:9]=[C:10]([N:18]3[CH2:23][CH2:22][CH:21]([C:24]([OH:26])=O)[CH2:20][CH2:19]3)[C:11]3[C:16]([CH:17]=2)=[CH:15][N:14]=[CH:13][CH:12]=3)[CH:5]=[CH:4][N:3]=1.CC[N:29](C(C)C)[CH:30]([CH3:32])[CH3:31].C(N)(C)C.C1CN([P+](ON2N=NC3C=CC=CC2=3)(N2CCCC2)N2CCCC2)CC1.F[P-](F)(F)(F)(F)F.C1C=CC2N(O)N=NC=2C=1, predict the reaction product. The product is: [CH:30]([NH:29][C:24]([CH:21]1[CH2:20][CH2:19][N:18]([C:10]2[C:11]3[C:16](=[CH:15][N:14]=[CH:13][CH:12]=3)[CH:17]=[C:8]([C:6]3[CH:5]=[CH:4][N:3]=[C:2]([Cl:1])[CH:7]=3)[N:9]=2)[CH2:23][CH2:22]1)=[O:26])([CH3:32])[CH3:31]. (2) Given the reactants [NH2:1][C@@H:2]1[CH2:7][CH2:6][C@H:5]([CH2:8][NH:9][C:10](=[O:19])[O:11][CH2:12][C:13]2[CH:18]=[CH:17][CH:16]=[CH:15][CH:14]=2)[CH2:4][CH2:3]1.[CH:20](=O)[C:21]1[CH:26]=[CH:25][CH:24]=[CH:23][CH:22]=1.[BH-](OC(C)=O)(OC(C)=O)OC(C)=O.[Na+].[OH-].[Na+], predict the reaction product. The product is: [CH2:20]([NH:1][C@@H:2]1[CH2:7][CH2:6][C@H:5]([CH2:8][NH:9][C:10](=[O:19])[O:11][CH2:12][C:13]2[CH:14]=[CH:15][CH:16]=[CH:17][CH:18]=2)[CH2:4][CH2:3]1)[C:21]1[CH:26]=[CH:25][CH:24]=[CH:23][CH:22]=1. (3) Given the reactants [CH2:1]([C:3]1[CH:4]=[C:5]([C:12]2[S:16][C:15]([CH:17]=[O:18])=[CH:14][CH:13]=2)[C:6]([CH3:11])=[N:7][C:8]=1[O:9]C)[CH3:2].[I-].[K+].Cl[Si](C)(C)C, predict the reaction product. The product is: [CH2:1]([C:3]1[C:8](=[O:9])[NH:7][C:6]([CH3:11])=[C:5]([C:12]2[S:16][C:15]([CH:17]=[O:18])=[CH:14][CH:13]=2)[CH:4]=1)[CH3:2]. (4) Given the reactants Cl[C:2]1[CH:3]=[CH:4][C:5]([N+:16]([O-:18])=[O:17])=[C:6]([NH:8][C:9]2[CH:10]=[C:11]([CH3:15])[CH:12]=[CH:13][CH:14]=2)[CH:7]=1.[Na].[CH3:20][OH:21], predict the reaction product. The product is: [CH3:20][O:21][C:2]1[CH:3]=[CH:4][C:5]([N+:16]([O-:18])=[O:17])=[C:6]([NH:8][C:9]2[CH:10]=[C:11]([CH3:15])[CH:12]=[CH:13][CH:14]=2)[CH:7]=1. (5) Given the reactants CO.[CH2:3]([N:10]([CH2:29][CH2:30][C:31](=[O:38])[C:32]1[CH:37]=[CH:36][CH:35]=[CH:34][CH:33]=1)[CH2:11][CH2:12][C:13]1[CH:28]=[CH:27][C:16]([O:17][C:18]2[CH:26]=[CH:25][C:21]([C:22]([NH2:24])=[O:23])=[CH:20][N:19]=2)=[CH:15][CH:14]=1)[C:4]1[CH:9]=[CH:8][CH:7]=[CH:6][CH:5]=1.[BH4-].[Na+], predict the reaction product. The product is: [CH2:3]([N:10]([CH2:29][CH2:30][CH:31]([OH:38])[C:32]1[CH:33]=[CH:34][CH:35]=[CH:36][CH:37]=1)[CH2:11][CH2:12][C:13]1[CH:28]=[CH:27][C:16]([O:17][C:18]2[CH:26]=[CH:25][C:21]([C:22]([NH2:24])=[O:23])=[CH:20][N:19]=2)=[CH:15][CH:14]=1)[C:4]1[CH:9]=[CH:8][CH:7]=[CH:6][CH:5]=1. (6) Given the reactants [CH2:1]([CH:3]1[C:7](=[O:8])[NH:6][C:5]2([CH2:13][CH2:12][N:11]([CH3:14])[CH2:10][CH2:9]2)[S:4]1)[CH3:2].C(C1CCNC(=O)C1)C.SC(CC)C(O)=O.N, predict the reaction product. The product is: [CH3:2][CH2:1][C@@H:3]1[S:4][C:5]2([CH2:13][CH2:12][N:11]([CH3:14])[CH2:10][CH2:9]2)[NH:6][C:7]1=[O:8]. (7) Given the reactants [CH3:1][O:2][CH2:3][CH2:4][O:5][C:6]1[N:7]=[C:8]2[C:13](=[CH:14][CH:15]=1)[NH:12][CH:11]=[C:10]([C:16](O)=[O:17])[C:9]2=[O:19].C([N:22](CC)CC)C.ClC(OCC)=O.CN(C)CCN, predict the reaction product. The product is: [CH3:1][O:2][CH2:3][CH2:4][O:5][C:6]1[N:7]=[C:8]2[C:13](=[CH:14][CH:15]=1)[NH:12][CH:11]=[C:10]([C:16]([NH2:22])=[O:17])[C:9]2=[O:19]. (8) Given the reactants [Li+].C[Si]([N-][Si](C)(C)C)(C)C.[NH:11]1[C:15]2[CH:16]=[CH:17][CH:18]=[CH:19][C:14]=2[N:13]=[C:12]1[CH2:20][C:21]([O:23]CC)=O.[NH2:26][C:27]1[S:28][CH:29]=[CH:30][C:31]=1[C:32]#[N:33], predict the reaction product. The product is: [NH2:33][C:32]1[C:31]2[CH:30]=[CH:29][S:28][C:27]=2[NH:26][C:21](=[O:23])[C:20]=1[C:12]1[NH:11][C:15]2[CH:16]=[CH:17][CH:18]=[CH:19][C:14]=2[N:13]=1.